From a dataset of Forward reaction prediction with 1.9M reactions from USPTO patents (1976-2016). Predict the product of the given reaction. (1) Given the reactants [F:1][C:2]1[CH:7]=[CH:6][C:5]([C:8]2[N:9]=[C:10]([S:20][CH2:21]C(O)=O)[N:11]([CH3:19])[C:12]=2[C:13]2[CH:18]=[CH:17][N:16]=[CH:15][CH:14]=2)=[CH:4][CH:3]=1.C(N1C=CN=C1)(N1C=CN=C1)=[O:26].C(=O)=O.N[C@H:41]([C:48]([OH:50])=[O:49])[CH2:42][C:43]1N=[CH:46][NH:45][CH:44]=1.C([O-])([O-])=O.[Na+].[Na+], predict the reaction product. The product is: [F:1][C:2]1[CH:7]=[CH:6][C:5]([C:8]2[N:9]=[C:10]([S:20][CH2:21][C:46]([N:45]3[CH2:44][CH2:43][CH2:42][CH:41]3[C:48]([OH:50])=[O:49])=[O:26])[N:11]([CH3:19])[C:12]=2[C:13]2[CH:18]=[CH:17][N:16]=[CH:15][CH:14]=2)=[CH:4][CH:3]=1. (2) Given the reactants [Cl:1][C:2]1[CH:3]=[C:4]([O:12][C:13]2[C:25](I)=[CH:24][C:16]([C:17]([O:19][C:20]([CH3:23])([CH3:22])[CH3:21])=[O:18])=[C:15]([F:27])[CH:14]=2)[CH:5]=[N:6][C:7]=1[O:8][CH:9]([CH3:11])[CH3:10].[CH:28]1(B(O)O)[CH2:30][CH2:29]1.[O-]P([O-])([O-])=O.[K+].[K+].[K+], predict the reaction product. The product is: [Cl:1][C:2]1[CH:3]=[C:4]([O:12][C:13]2[C:25]([CH:28]3[CH2:30][CH2:29]3)=[CH:24][C:16]([C:17]([O:19][C:20]([CH3:23])([CH3:22])[CH3:21])=[O:18])=[C:15]([F:27])[CH:14]=2)[CH:5]=[N:6][C:7]=1[O:8][CH:9]([CH3:11])[CH3:10]. (3) Given the reactants C(O[BH-](OC(=O)C)OC(=O)C)(=O)C.[Na+].[Cl:15][C:16]1[CH:17]=[C:18]([CH:32]=[CH:33][C:34]=1[Cl:35])[CH2:19][NH:20][C:21]([NH:23][C:24]1[S:25][CH:26]=[C:27]([CH2:29][NH:30][CH3:31])[N:28]=1)=[O:22].[CH3:36][C:37]1[C:41]([CH:42]=O)=[C:40]([CH3:44])[O:39][N:38]=1.Cl.C([O-])(O)=O.[Na+], predict the reaction product. The product is: [Cl:15][C:16]1[CH:17]=[C:18]([CH:32]=[CH:33][C:34]=1[Cl:35])[CH2:19][NH:20][C:21]([NH:23][C:24]1[S:25][CH:26]=[C:27]([CH2:29][N:30]([CH2:42][C:41]2[C:37]([CH3:36])=[N:38][O:39][C:40]=2[CH3:44])[CH3:31])[N:28]=1)=[O:22].